From a dataset of Full USPTO retrosynthesis dataset with 1.9M reactions from patents (1976-2016). Predict the reactants needed to synthesize the given product. (1) Given the product [C:41]([O:44][C@@H:45]1[CH2:50][C@@H:49]([CH3:51])[CH2:48][CH2:47][C@@H:46]1[C:52]([N:18]([CH:19]([CH3:20])[CH3:24])[C:7]1[C:6]([C:4]([O:3][CH2:1][CH3:2])=[O:5])=[CH:10][N:9]([C:11]2[CH:12]=[CH:17][CH:16]=[CH:15][CH:14]=2)[N:8]=1)=[O:54])(=[O:43])[CH3:42], predict the reactants needed to synthesize it. The reactants are: [CH2:1]([O:3][C:4]([C:6]1[C:7]([N:18](C([C@H]2CC[C@H](C)CC2)=O)[CH:19]2[CH2:24]CN(C(OC(C)(C)C)=O)C[CH2:20]2)=[N:8][N:9]([CH2:11][C:12]2[CH:17]=[CH:16][CH:15]=[CH:14]C=2)[CH:10]=1)=[O:5])[CH3:2].[C:41]([O:44][C@H:45]1[CH2:50][C@H:49]([CH3:51])[CH2:48][CH2:47][C@H:46]1[C:52]([OH:54])=O)(=[O:43])[CH3:42]. (2) Given the product [I:1][C:2]1[CH:7]=[CH:6][C:5]([O:8][CH2:10][CH2:11][N:12]2[CH2:16][CH2:15][CH2:14][CH2:13]2)=[CH:4][CH:3]=1, predict the reactants needed to synthesize it. The reactants are: [I:1][C:2]1[CH:7]=[CH:6][C:5]([OH:8])=[CH:4][CH:3]=1.Cl[CH2:10][CH2:11][N:12]1[CH2:16][CH2:15][CH2:14][CH2:13]1.Cl.C([O-])([O-])=O.[K+].[K+]. (3) Given the product [NH2:1][C:2]1[N:10]=[C:9]([O:11][CH2:12][CH2:13][O:14][CH3:15])[N:8]=[C:7]2[C:3]=1[N:4]=[CH:5][N:6]2[CH2:16][CH:17]([C:19]1[CH:24]=[CH:23][CH:22]=[CH:21][CH:20]=1)[OH:18], predict the reactants needed to synthesize it. The reactants are: [NH2:1][C:2]1[N:10]=[C:9]([O:11][CH2:12][CH2:13][O:14][CH3:15])[N:8]=[C:7]2[C:3]=1[N:4]=[CH:5][N:6]2[CH2:16][C:17]([C:19]1[CH:24]=[CH:23][CH:22]=[CH:21][CH:20]=1)=[O:18].[BH4-].[Na+]. (4) Given the product [NH2:1][C:2]1[C:7]([C:8]2[CH:13]=[C:12]([Cl:14])[CH:11]=[C:10]([Cl:15])[C:9]=2[Cl:16])=[N:6][CH:5]=[C:4]([N:22]2[CH2:23][CH2:24][N:19]([CH3:18])[CH2:20][CH2:21]2)[N:3]=1, predict the reactants needed to synthesize it. The reactants are: [NH2:1][C:2]1[C:7]([C:8]2[CH:13]=[C:12]([Cl:14])[CH:11]=[C:10]([Cl:15])[C:9]=2[Cl:16])=[N:6][CH:5]=[C:4](Cl)[N:3]=1.[CH3:18][N:19]1[CH2:24][CH2:23][NH:22][CH2:21][CH2:20]1. (5) The reactants are: [CH:1]1([S:4]([C:7]2[CH:12]=[CH:11][C:10]([CH:13]([C:21]3[NH:25][C:24]([C:26]4[N:31]=[CH:30][C:29]([S:32][CH2:33][C:34]([O:36]CC)=[O:35])=[CH:28][CH:27]=4)=[CH:23][CH:22]=3)[CH2:14][CH:15]3[CH2:20][CH2:19][O:18][CH2:17][CH2:16]3)=[CH:9][CH:8]=2)(=[O:6])=[O:5])[CH2:3][CH2:2]1.[OH-].[Na+].Cl. Given the product [CH:1]1([S:4]([C:7]2[CH:12]=[CH:11][C:10]([CH:13]([C:21]3[NH:25][C:24]([C:26]4[N:31]=[CH:30][C:29]([S:32][CH2:33][C:34]([OH:36])=[O:35])=[CH:28][CH:27]=4)=[CH:23][CH:22]=3)[CH2:14][CH:15]3[CH2:20][CH2:19][O:18][CH2:17][CH2:16]3)=[CH:9][CH:8]=2)(=[O:5])=[O:6])[CH2:3][CH2:2]1, predict the reactants needed to synthesize it. (6) Given the product [Cl:32][C:33]1[CH:38]=[CH:37][C:36]([NH:39][C:40]([NH:1][C:2]2[CH:7]=[CH:6][CH:5]=[C:4]([C:8]3[N:9]=[C:10]([CH3:31])[S:11][C:12]=3[C:13]3[CH:18]=[CH:17][N:16]=[C:15]([NH:19][C:20]4[CH:29]=[C:28]5[C:23]([CH2:24][CH2:25][N:26]([CH3:30])[CH2:27]5)=[CH:22][CH:21]=4)[N:14]=3)[CH:3]=2)=[O:41])=[CH:35][C:34]=1[C:42]([F:43])([F:44])[F:45], predict the reactants needed to synthesize it. The reactants are: [NH2:1][C:2]1[CH:3]=[C:4]([C:8]2[N:9]=[C:10]([CH3:31])[S:11][C:12]=2[C:13]2[CH:18]=[CH:17][N:16]=[C:15]([NH:19][C:20]3[CH:29]=[C:28]4[C:23]([CH2:24][CH2:25][N:26]([CH3:30])[CH2:27]4)=[CH:22][CH:21]=3)[N:14]=2)[CH:5]=[CH:6][CH:7]=1.[Cl:32][C:33]1[CH:38]=[CH:37][C:36]([N:39]=[C:40]=[O:41])=[CH:35][C:34]=1[C:42]([F:45])([F:44])[F:43].CN(C(ON1N=NC2C=CC=NC1=2)=[N+](C)C)C.F[P-](F)(F)(F)(F)F.C(N(C(C)C)CC)(C)C. (7) Given the product [CH3:8][CH:6]([C@H:5]([NH:9][C:10](=[O:16])[O:11][C:12]([CH3:13])([CH3:14])[CH3:15])[C:4](=[O:17])[CH3:21])[CH3:7], predict the reactants needed to synthesize it. The reactants are: CON(C)[C:4](=[O:17])[C@@H:5]([NH:9][C:10](=[O:16])[O:11][C:12]([CH3:15])([CH3:14])[CH3:13])[CH:6]([CH3:8])[CH3:7].C[Li].[CH3:21]C#N. (8) Given the product [Cl:1][C:15]1[CH:16]=[CH:17][N:12]=[C:13]2[NH:20][CH:19]=[CH:18][C:14]=12, predict the reactants needed to synthesize it. The reactants are: [Cl:1]C1C=C(C=CC=1)C([O-])=O.O[N+:12]1[CH:17]=[CH:16][CH:15]=[C:14]2[CH:18]=[CH:19][NH:20][C:13]=12. (9) Given the product [Br:1][C:2]1[CH:9]=[CH:8][C:5]([CH2:6][N:11]([CH2:12][CH2:13][OH:14])[C:22](=[O:23])[O:21][C:17]([CH3:20])([CH3:19])[CH3:18])=[C:4]([OH:10])[CH:3]=1, predict the reactants needed to synthesize it. The reactants are: [Br:1][C:2]1[CH:9]=[CH:8][C:5]([CH:6]=O)=[C:4]([OH:10])[CH:3]=1.[NH2:11][CH2:12][CH2:13][OH:14].[BH4-].[Na+].[C:17]([O:21][C:22](O[C:22]([O:21][C:17]([CH3:20])([CH3:19])[CH3:18])=[O:23])=[O:23])([CH3:20])([CH3:19])[CH3:18].